Predict the reactants needed to synthesize the given product. From a dataset of Full USPTO retrosynthesis dataset with 1.9M reactions from patents (1976-2016). (1) Given the product [Cl:30][C:25]1[CH:26]=[C:27]([O:4][CH:3]([C:5]2[CH:10]=[CH:9][CH:8]=[CH:7][C:6]=2[C:11]2[CH:16]=[CH:15][CH:14]=[C:13]([CH3:17])[CH:12]=2)[C:2]([F:18])([F:19])[F:1])[N:28]=[C:23]([NH2:22])[N:24]=1, predict the reactants needed to synthesize it. The reactants are: [F:1][C:2]([F:19])([F:18])[CH:3]([C:5]1[CH:10]=[CH:9][CH:8]=[CH:7][C:6]=1[C:11]1[CH:16]=[CH:15][CH:14]=[C:13]([CH3:17])[CH:12]=1)[OH:4].[H-].[Na+].[NH2:22][C:23]1[N:28]=[C:27](Cl)[CH:26]=[C:25]([Cl:30])[N:24]=1. (2) Given the product [CH2:1]([O:3][C:4](=[O:13])[C:5]1[CH:10]=[C:9]([CH3:11])[C:8]([Cl:16])=[N:7][CH:6]=1)[CH3:2], predict the reactants needed to synthesize it. The reactants are: [CH2:1]([O:3][C:4](=[O:13])[C:5]1[CH:10]=[C:9]([CH3:11])[C:8](O)=[N:7][CH:6]=1)[CH3:2].O=P(Cl)(Cl)[Cl:16]. (3) Given the product [Cl:11][C:12]1[CH:13]=[C:14]([NH:18][C:2]2[C:7]([N+:8]([O-:10])=[O:9])=[CH:6][CH:5]=[CH:4][N:3]=2)[CH:15]=[CH:16][CH:17]=1, predict the reactants needed to synthesize it. The reactants are: Cl[C:2]1[C:7]([N+:8]([O-:10])=[O:9])=[CH:6][CH:5]=[CH:4][N:3]=1.[Cl:11][C:12]1[CH:13]=[C:14]([NH2:18])[CH:15]=[CH:16][CH:17]=1.C(=O)([O-])[O-].[K+].[K+].